From a dataset of Peptide-MHC class II binding affinity with 134,281 pairs from IEDB. Regression. Given a peptide amino acid sequence and an MHC pseudo amino acid sequence, predict their binding affinity value. This is MHC class II binding data. (1) The MHC is DRB3_0202 with pseudo-sequence DRB3_0202. The binding affinity (normalized) is 0.0348. The peptide sequence is GPPVEASAAALAGDA. (2) The peptide sequence is GVLKNEFMSLAFDYW. The MHC is HLA-DQA10401-DQB10402 with pseudo-sequence HLA-DQA10401-DQB10402. The binding affinity (normalized) is 0.427. (3) The peptide sequence is EHRWREIYNMVKFRM. The MHC is DRB1_0301 with pseudo-sequence DRB1_0301. The binding affinity (normalized) is 0.394. (4) The binding affinity (normalized) is 0.507. The peptide sequence is LRHFQKDAKVLFQNW. The MHC is DRB1_1501 with pseudo-sequence DRB1_1501. (5) The peptide sequence is WDDLRSLCLFSYHRLR. The MHC is HLA-DQA10301-DQB10301 with pseudo-sequence HLA-DQA10301-DQB10301. The binding affinity (normalized) is 0.405. (6) The peptide sequence is GFKAALAAAAGVPPADKYRT. The MHC is DRB1_0101 with pseudo-sequence DRB1_0101. The binding affinity (normalized) is 1.00.